This data is from M1 muscarinic receptor antagonist screen with 61,756 compounds. The task is: Binary Classification. Given a drug SMILES string, predict its activity (active/inactive) in a high-throughput screening assay against a specified biological target. (1) The drug is O1c2n(nc(c2C(C(=C1N)C#N)c1ccncc1)CCC)C. The result is 0 (inactive). (2) The drug is S1(=O)(=O)CC2N(C(/SC2C1)=N/C(=O)CCCC(O)=O)c1c(cc(cc1C)C)C. The result is 0 (inactive). (3) The molecule is s1c(c(c(c1NC(=O)c1occc1)C(OC)=O)C)C. The result is 0 (inactive). (4) The result is 0 (inactive). The molecule is O(c1ccc(C(=O)NCCC(=O)NCCCC(OCC)=O)cc1)CCC.